From a dataset of NCI-60 drug combinations with 297,098 pairs across 59 cell lines. Regression. Given two drug SMILES strings and cell line genomic features, predict the synergy score measuring deviation from expected non-interaction effect. (1) Drug 1: C1CC(=O)NC(=O)C1N2C(=O)C3=CC=CC=C3C2=O. Drug 2: CN(C(=O)NC(C=O)C(C(C(CO)O)O)O)N=O. Cell line: M14. Synergy scores: CSS=-13.4, Synergy_ZIP=-9.83, Synergy_Bliss=-29.1, Synergy_Loewe=-39.5, Synergy_HSA=-39.5. (2) Drug 1: C1=CC(=C2C(=C1NCCNCCO)C(=O)C3=C(C=CC(=C3C2=O)O)O)NCCNCCO. Drug 2: C1CCC(CC1)NC(=O)N(CCCl)N=O. Cell line: K-562. Synergy scores: CSS=48.7, Synergy_ZIP=-7.04, Synergy_Bliss=-4.56, Synergy_Loewe=-12.9, Synergy_HSA=-0.425.